Task: Predict the product of the given reaction.. Dataset: Forward reaction prediction with 1.9M reactions from USPTO patents (1976-2016) (1) Given the reactants [Si:1]([O:18][CH2:19][C:20]1[N:25]=[C:24]([CH:26]([C:28]2[N:29]([CH3:33])[CH:30]=[CH:31][N:32]=2)[OH:27])[C:23]([F:34])=[C:22]([Cl:35])[C:21]=1[N:36]1[CH2:41][C@H:40]([CH3:42])[O:39][C@H:38]([CH3:43])[CH2:37]1)([C:14]([CH3:17])([CH3:16])[CH3:15])([C:8]1[CH:13]=[CH:12][CH:11]=[CH:10][CH:9]=1)[C:2]1[CH:7]=[CH:6][CH:5]=[CH:4][CH:3]=1, predict the reaction product. The product is: [Si:1]([O:18][CH2:19][C:20]1[N:25]=[C:24]([C:26]([C:28]2[N:29]([CH3:33])[CH:30]=[CH:31][N:32]=2)=[O:27])[C:23]([F:34])=[C:22]([Cl:35])[C:21]=1[N:36]1[CH2:37][C@H:38]([CH3:43])[O:39][C@H:40]([CH3:42])[CH2:41]1)([C:14]([CH3:15])([CH3:17])[CH3:16])([C:2]1[CH:3]=[CH:4][CH:5]=[CH:6][CH:7]=1)[C:8]1[CH:9]=[CH:10][CH:11]=[CH:12][CH:13]=1. (2) The product is: [F:17][C:18]1[CH:19]=[CH:20][C:21]([O:26][CH3:27])=[C:22]([C:15]([C:3]2[C:2]([F:1])=[C:7]([C:8]3[CH:9]=[N:10][CH:11]=[CH:12][C:13]=3[CH3:14])[CH:6]=[CH:5][N:4]=2)=[O:29])[CH:23]=1. Given the reactants [F:1][C:2]1[C:3]([C:15]#N)=[N:4][CH:5]=[CH:6][C:7]=1[C:8]1[CH:9]=[N:10][CH:11]=[CH:12][C:13]=1[CH3:14].[F:17][C:18]1[CH:19]=[CH:20][C:21]([O:26][CH3:27])=[C:22]([Mg]Br)[CH:23]=1.Cl.[OH-:29].[Na+], predict the reaction product. (3) The product is: [CH2:1]([O:3][C:4]([C:5]1[S:22][C:20]([CH3:21])=[N:23][C:6]=1[C:7]1[CH:12]=[CH:11][C:10]([C:13]([F:16])([F:15])[F:14])=[CH:9][CH:8]=1)=[O:19])[CH3:2]. Given the reactants [CH2:1]([O:3][C:4](=[O:19])[CH:5](Cl)[C:6](=O)[C:7]1[CH:12]=[CH:11][C:10]([C:13]([F:16])([F:15])[F:14])=[CH:9][CH:8]=1)[CH3:2].[C:20]([NH2:23])(=[S:22])[CH3:21], predict the reaction product. (4) Given the reactants [F-].C([N+](CCCC)(CCCC)CCCC)CCC.COC(=O)[CH2:22][N:23]([S:31](=[O:43])(=[O:42])[NH:32][C:33](OCC[Si](C)(C)C)=[O:34])[C:24]1[CH:29]=[CH:28][C:27]([I:30])=[CH:26][CH:25]=1, predict the reaction product. The product is: [I:30][C:27]1[CH:28]=[CH:29][C:24]([N:23]2[S:31](=[O:43])(=[O:42])[NH:32][C:33](=[O:34])[CH2:22]2)=[CH:25][CH:26]=1. (5) The product is: [NH2:25][C:18]1[C:19]2[C:24](=[CH:23][CH:22]=[CH:21][CH:20]=2)[C:15]([O:14][C:12]2[CH:11]=[CH:10][N:9]=[C:8]([NH:7][C:5]([NH:4][CH:1]3[CH2:2][CH2:3]3)=[O:6])[CH:13]=2)=[CH:16][CH:17]=1. Given the reactants [CH:1]1([NH:4][C:5]([NH:7][C:8]2[CH:13]=[C:12]([O:14][C:15]3[C:24]4[C:19](=[CH:20][CH:21]=[CH:22][CH:23]=4)[C:18]([N+:25]([O-])=O)=[CH:17][CH:16]=3)[CH:11]=[CH:10][N:9]=2)=[O:6])[CH2:3][CH2:2]1.[H][H], predict the reaction product. (6) Given the reactants [CH2:1]([N:3]1[CH2:8][C:7]([CH3:10])([CH3:9])[O:6][C:5](=[O:11])[CH:4]1[CH2:12][C:13]([OH:15])=O)[CH3:2].C(N(C(C)C)CC)(C)C.CN(C(ON1N=NC2C=CC=NC1=2)=[N+](C)C)C.F[P-](F)(F)(F)(F)F.[CH3:49][C:50]1[CH:57]=[CH:56][C:53]([CH2:54][NH2:55])=[CH:52][CH:51]=1, predict the reaction product. The product is: [CH2:1]([N:3]1[CH2:8][C:7]([CH3:9])([CH3:10])[O:6][C:5](=[O:11])[CH:4]1[CH2:12][C:13]([NH:55][CH2:54][C:53]1[CH:56]=[CH:57][C:50]([CH3:49])=[CH:51][CH:52]=1)=[O:15])[CH3:2]. (7) Given the reactants I[C:2]1[CH:7]=[C:6]([S:8][CH3:9])[N:5]=[C:4]([CH3:10])[N:3]=1.C([Mg]Cl)(C)C.Cl[Sn:17]([CH2:26][CH2:27][CH2:28][CH3:29])([CH2:22][CH2:23][CH2:24][CH3:25])[CH2:18][CH2:19][CH2:20][CH3:21], predict the reaction product. The product is: [CH3:10][C:4]1[N:5]=[C:6]([S:8][CH3:9])[CH:7]=[C:2]([Sn:17]([CH2:22][CH2:23][CH2:24][CH3:25])([CH2:26][CH2:27][CH2:28][CH3:29])[CH2:18][CH2:19][CH2:20][CH3:21])[N:3]=1. (8) Given the reactants [NH2:1][C:2]1[CH:7]=[CH:6][C:5]([Br:8])=[CH:4][N:3]=1.[C:9]([O:12][CH2:13][C:14](Cl)=[O:15])(=[O:11])[CH3:10].C(N(CC)CC)C.O, predict the reaction product. The product is: [C:9]([O:12][CH2:13][C:14]([NH:1][C:2]1[CH:7]=[CH:6][C:5]([Br:8])=[CH:4][N:3]=1)=[O:15])(=[O:11])[CH3:10].